This data is from Forward reaction prediction with 1.9M reactions from USPTO patents (1976-2016). The task is: Predict the product of the given reaction. (1) Given the reactants Cl[C:2]1[CH:11]=[CH:10][C:9]2[C:8]([C:12]([NH:14][CH2:15][CH2:16][C:17]3[CH:22]=[CH:21][CH:20]=[CH:19][C:18]=3[Cl:23])=[O:13])=[C:7]([Cl:24])[CH:6]=[CH:5][C:4]=2[N:3]=1.[NH:25]1[CH2:30][CH2:29][CH:28]([N:31]2[CH:35]=[N:34][NH:33][C:32]2=[O:36])[CH2:27][CH2:26]1, predict the reaction product. The product is: [Cl:24][C:7]1[CH:6]=[CH:5][C:4]2[N:3]=[C:2]([N:25]3[CH2:26][CH2:27][CH:28]([N:31]4[C:32](=[O:36])[NH:33][N:34]=[CH:35]4)[CH2:29][CH2:30]3)[CH:11]=[CH:10][C:9]=2[C:8]=1[C:12]([NH:14][CH2:15][CH2:16][C:17]1[CH:22]=[CH:21][CH:20]=[CH:19][C:18]=1[Cl:23])=[O:13]. (2) Given the reactants C(Cl)(=O)C(Cl)=O.[CH:7]1[C:19]2[CH:18]([CH2:20][O:21][C:22]([N:24]3[CH2:28][CH2:27][CH2:26][C@H:25]3[C:29]([OH:31])=[O:30])=[O:23])[C:17]3[C:12](=[CH:13][CH:14]=[CH:15][CH:16]=3)[C:11]=2[CH:10]=[CH:9][CH:8]=1.C(N(C(C)C)C(C)C)C.O[C:42]([CH3:47])([CH3:46])[C:43]([OH:45])=[O:44], predict the reaction product. The product is: [CH:16]1[C:17]2[CH:18]([CH2:20][O:21][C:22]([N:24]3[CH2:28][CH2:27][CH2:26][C@H:25]3[C:29]([O:31][C:42]([CH3:47])([CH3:46])[C:43]([OH:45])=[O:44])=[O:30])=[O:23])[C:19]3[C:11](=[CH:10][CH:9]=[CH:8][CH:7]=3)[C:12]=2[CH:13]=[CH:14][CH:15]=1. (3) Given the reactants Br[C:2]1[CH:3]=[CH:4][C:5]([N:10]2[CH:14]=[C:13]([CH3:15])[N:12]=[CH:11]2)=[C:6]([CH:9]=1)[C:7]#[N:8].[Cl:16][C:17]1[CH:29]=[CH:28][C:20]([CH2:21][N:22]2[CH:26]=[N:25][C:24]([NH2:27])=[N:23]2)=[CH:19][CH:18]=1, predict the reaction product. The product is: [Cl:16][C:17]1[CH:29]=[CH:28][C:20]([CH2:21][N:22]2[CH:26]=[N:25][C:24]([NH:27][C:2]3[CH:3]=[CH:4][C:5]([N:10]4[CH:14]=[C:13]([CH3:15])[N:12]=[CH:11]4)=[C:6]([CH:9]=3)[C:7]#[N:8])=[N:23]2)=[CH:19][CH:18]=1.